Dataset: Full USPTO retrosynthesis dataset with 1.9M reactions from patents (1976-2016). Task: Predict the reactants needed to synthesize the given product. Given the product [CH3:9][S:8][C:5]1[CH:6]=[CH:7][C:2]([B:15]([OH:20])[OH:16])=[CH:3][CH:4]=1, predict the reactants needed to synthesize it. The reactants are: Br[C:2]1[CH:7]=[CH:6][C:5]([S:8][CH3:9])=[CH:4][CH:3]=1.[Li]CCCC.[B:15](OC(C)C)([O:20]C(C)C)[O:16]C(C)C.Cl.